Task: Predict the reactants needed to synthesize the given product.. Dataset: Full USPTO retrosynthesis dataset with 1.9M reactions from patents (1976-2016) (1) Given the product [Br:11][C:10]1[C:3]2[C:2]([Cl:1])=[N:7][CH:6]=[N:5][C:4]=2[NH:8][CH:9]=1, predict the reactants needed to synthesize it. The reactants are: [Cl:1][C:2]1[C:3]2[CH:10]=[CH:9][NH:8][C:4]=2[N:5]=[CH:6][N:7]=1.[Br:11]N1C(=O)CCC1=O.O. (2) The reactants are: C(O[C:9]1[CH:10]=[C:11]([CH:15]=[CH:16][C:17]([C:19]2[CH:24]=[CH:23][CH:22]=[CH:21][C:20]=2[Cl:25])=[O:18])[CH:12]=[CH:13][CH:14]=1)C1C=CC=CC=1.B(Br)(Br)Br.C[OH:31].O. Given the product [Cl:25][C:20]1[CH:21]=[CH:22][CH:23]=[CH:24][C:19]=1[C:17](=[O:18])[CH:16]=[CH:15][C:11]1[CH:12]=[CH:13][CH:14]=[CH:9][C:10]=1[OH:31], predict the reactants needed to synthesize it. (3) The reactants are: [NH:1]1[CH2:5][CH2:4][CH2:3][CH2:2]1.O=[CH:7][CH2:8][CH2:9][C:10]1[S:14][C:13]([C:15]2[CH:20]=[CH:19][CH:18]=[CH:17][CH:16]=2)=[N:12][C:11]=1[C:21]([NH:23][C:24]1[CH:29]=[CH:28][CH:27]=[CH:26][C:25]=1[C:30]1[S:31][C:32]2[C:37]([N:38]=1)=[CH:36][CH:35]=[CH:34][N:33]=2)=[O:22].CC(O)=O.C(O[BH-](OC(=O)C)OC(=O)C)(=O)C.[Na+].C([O-])(O)=O.[Na+]. Given the product [C:15]1([C:13]2[S:14][C:10]([CH2:9][CH2:8][CH2:7][N:1]3[CH2:5][CH2:4][CH2:3][CH2:2]3)=[C:11]([C:21]([NH:23][C:24]3[CH:29]=[CH:28][CH:27]=[CH:26][C:25]=3[C:30]3[S:31][C:32]4[C:37]([N:38]=3)=[CH:36][CH:35]=[CH:34][N:33]=4)=[O:22])[N:12]=2)[CH:20]=[CH:19][CH:18]=[CH:17][CH:16]=1, predict the reactants needed to synthesize it. (4) Given the product [F:26][C:27]1[CH:32]=[CH:31][C:30]([NH:33][CH:34]([C:35]2[CH:36]=[CH:37][C:38]([C:39]#[N:40])=[CH:41][CH:42]=2)[CH:5]([C:6]([N:8]2[CH:12]([C:13]3[CH:14]=[CH:15][CH:16]=[CH:17][CH:18]=3)[CH2:11][O:10][C:9]2=[O:19])=[O:7])[CH2:4][CH2:3][CH:2]([C:20]2[CH:25]=[CH:24][CH:23]=[CH:22][CH:21]=2)[O:1][Si:53]([CH3:56])([CH3:55])[CH3:54])=[CH:29][CH:28]=1, predict the reactants needed to synthesize it. The reactants are: [OH:1][CH:2]([C:20]1[CH:25]=[CH:24][CH:23]=[CH:22][CH:21]=1)[CH2:3][CH2:4][CH2:5][C:6]([N:8]1[CH:12]([C:13]2[CH:18]=[CH:17][CH:16]=[CH:15][CH:14]=2)[CH2:11][O:10][C:9]1=[O:19])=[O:7].[F:26][C:27]1[CH:32]=[CH:31][C:30]([N:33]=[CH:34][C:35]2[CH:42]=[CH:41][C:38]([C:39]#[N:40])=[CH:37][CH:36]=2)=[CH:29][CH:28]=1.C(N(C(C)C)CC)(C)C.Cl[Si:53]([CH3:56])([CH3:55])[CH3:54].C(O)(=O)C(C(C(O)=O)O)O.S(=O)(O)[O-].[Na+]. (5) Given the product [I:1][C:2]1[C:10]2[C:5](=[CH:6][CH:7]=[CH:8][CH:9]=2)[N:4]([C:11]2[CH:17]=[CH:16][C:14]([NH:15][C:21]([NH:40][CH2:39][C:35]3[CH:34]=[N:33][CH:38]=[CH:37][CH:36]=3)=[O:20])=[CH:13][CH:12]=2)[N:3]=1, predict the reactants needed to synthesize it. The reactants are: [I:1][C:2]1[C:10]2[C:5](=[CH:6][CH:7]=[CH:8][CH:9]=2)[N:4]([C:11]2[CH:17]=[CH:16][C:14]([NH2:15])=[CH:13][CH:12]=2)[N:3]=1.O=C(Cl)[O:20][C:21](Cl)(Cl)Cl.C(N(CC)CC)C.[N:33]1[CH:38]=[CH:37][CH:36]=[C:35]([CH2:39][NH2:40])[CH:34]=1. (6) Given the product [ClH:25].[ClH:25].[Cl:25][C:17]1[N:16]=[C:15]([NH:14][CH:11]2[CH2:12][CH2:13][NH:8][CH2:9][CH2:10]2)[C:24]2[C:19]([CH:18]=1)=[CH:20][CH:21]=[CH:22][CH:23]=2, predict the reactants needed to synthesize it. The reactants are: C(OC([N:8]1[CH2:13][CH2:12][CH:11]([NH:14][C:15]2[C:24]3[C:19](=[CH:20][CH:21]=[CH:22][CH:23]=3)[CH:18]=[C:17]([Cl:25])[N:16]=2)[CH2:10][CH2:9]1)=O)(C)(C)C.